This data is from Blood-brain barrier permeability classification from the B3DB database. The task is: Regression/Classification. Given a drug SMILES string, predict its absorption, distribution, metabolism, or excretion properties. Task type varies by dataset: regression for continuous measurements (e.g., permeability, clearance, half-life) or binary classification for categorical outcomes (e.g., BBB penetration, CYP inhibition). Dataset: b3db_classification. (1) The drug is C[C@]12CC[C@@H]3c4ccc(O)cc4CC[C@H]3[C@@H]1CCC2=O. The result is 0 (does not penetrate BBB). (2) The compound is Oc1ccc2c(c1)C13CCCCC1(O)C(C2)N(CC1CCC1)CC3. The result is 1 (penetrates BBB). (3) The compound is CON=C(C(=O)NC1C(=O)N2C(C(=O)O)=C(C=Cc3scnc3C)CSC12)c1csc(N)n1. The result is 0 (does not penetrate BBB). (4) The drug is CO[C@@H]1C(N(C)C(=O)CN)[C@@H](O)[C@H](O[C@H]2O[C@H](C(C)N)CC[C@H]2N)[C@@H](N)[C@@H]1O. The result is 0 (does not penetrate BBB). (5) The compound is Cc1cc2c(s1)Nc1ccccc1N=C2N1CCN(C)CC1. The result is 1 (penetrates BBB).